Dataset: hERG potassium channel inhibition data for cardiac toxicity prediction from Karim et al.. Task: Regression/Classification. Given a drug SMILES string, predict its toxicity properties. Task type varies by dataset: regression for continuous values (e.g., LD50, hERG inhibition percentage) or binary classification for toxic/non-toxic outcomes (e.g., AMES mutagenicity, cardiotoxicity, hepatotoxicity). Dataset: herg_karim. The drug is COc1cc(Nc2nn3c(N[C@@H](CO)C(C)C)cc(-c4ccccc4)nc3c2C(N)=O)cc(OC)c1. The result is 1 (blocker).